From a dataset of Forward reaction prediction with 1.9M reactions from USPTO patents (1976-2016). Predict the product of the given reaction. (1) The product is: [CH3:21][O:20][C:17]1[CH:16]=[CH:15][C:14]([CH2:13][N:10]2[C:11](=[O:12])[C:6]([C:4]([NH:26][CH2:27][C:28]([OH:30])=[O:29])=[O:5])=[C:7]([OH:25])[C:8]3=[CH:24][CH:23]=[CH:22][N:9]23)=[CH:19][CH:18]=1. Given the reactants C(O[C:4]([C:6]1[C:11](=[O:12])[N:10]([CH2:13][C:14]2[CH:19]=[CH:18][C:17]([O:20][CH3:21])=[CH:16][CH:15]=2)[N:9]2[CH:22]=[CH:23][CH:24]=[C:8]2[C:7]=1[OH:25])=[O:5])C.[NH2:26][CH2:27][C:28]([O-:30])=[O:29].[Na+], predict the reaction product. (2) Given the reactants [CH2:1]([C:3]1[C:11]2[C:6](=[CH:7][CH:8]=[CH:9][C:10]=2[NH:12][C:13]([C:15]2[N:19]3[CH:20]=[CH:21][CH:22]=[CH:23][C:18]3=[N:17][CH:16]=2)=[O:14])[N:5]([CH2:24][C:25]2[CH:30]=[CH:29][CH:28]=[C:27]([OH:31])[N:26]=2)[N:4]=1)[CH3:2].CS(O[CH2:37][CH2:38][CH2:39][NH:40][C:41]([O:43][C:44]([CH3:47])([CH3:46])[CH3:45])=[O:42])(=O)=O.C(=O)([O-])[O-].[Cs+].[Cs+], predict the reaction product. The product is: [CH2:1]([C:3]1[C:11]2[C:6](=[CH:7][CH:8]=[CH:9][C:10]=2[NH:12][C:13]([C:15]2[N:19]3[CH:20]=[CH:21][CH:22]=[CH:23][C:18]3=[N:17][CH:16]=2)=[O:14])[N:5]([CH2:24][C:25]2[N:26]=[C:27]([O:31][CH2:37][CH2:38][CH2:39][NH:40][C:41](=[O:42])[O:43][C:44]([CH3:47])([CH3:46])[CH3:45])[CH:28]=[CH:29][CH:30]=2)[N:4]=1)[CH3:2]. (3) Given the reactants [OH-].[Na+].[CH3:3][O:4][C:5]1[CH:10]=[C:9]([CH:11]([Cl:16])[C:12](Cl)([Cl:14])[Cl:13])[CH:8]=[C:7]([CH:17]([Cl:22])[C:18](Cl)([Cl:20])[Cl:19])[CH:6]=1, predict the reaction product. The product is: [CH3:3][O:4][C:5]1[CH:6]=[C:7]([C:17]([Cl:22])=[C:18]([Cl:19])[Cl:20])[CH:8]=[C:9]([C:11]([Cl:16])=[C:12]([Cl:13])[Cl:14])[CH:10]=1. (4) Given the reactants Cl.[O:2]([NH2:4])[CH3:3].[CH2:5]([C:8]1[N:9]([CH2:21][CH2:22][CH2:23][CH:24]=O)[C:10]2[C:19]3[CH:18]=[CH:17][CH:16]=[CH:15][C:14]=3[N:13]=[CH:12][C:11]=2[N:20]=1)[CH2:6][CH3:7].[OH-].[Na+], predict the reaction product. The product is: [CH3:3][O:2][N:4]=[CH:24][CH2:23][CH2:22][CH2:21][N:9]1[C:10]2[C:19]3[CH:18]=[CH:17][CH:16]=[CH:15][C:14]=3[N:13]=[CH:12][C:11]=2[N:20]=[C:8]1[CH2:5][CH2:6][CH3:7]. (5) Given the reactants [CH:1]([C:4]1[N:8]2[CH:9]=[C:10]([C:13]#[C:14][C:15]3[CH:20]=[CH:19][CH:18]=[C:17](C)[N:16]=3)[CH:11]=[CH:12][C:7]2=[N:6][N:5]=1)([CH3:3])[CH3:2].[N:22]([Si](C)(C)C)=[N+:23]=[N-:24].[CH3:29]N(C=O)C, predict the reaction product. The product is: [CH:1]([C:4]1[N:8]2[CH:9]=[C:10]([C:13]3[C:14]([C:15]4[C:20]([CH3:29])=[CH:19][CH:18]=[CH:17][N:16]=4)=[N:24][NH:23][N:22]=3)[CH:11]=[CH:12][C:7]2=[N:6][N:5]=1)([CH3:2])[CH3:3]. (6) Given the reactants [C:1]([C:3]1[C:22](/[N:23]=[CH:24]/[N:25]([CH3:27])[CH3:26])=[CH:21][C:6]([O:7][CH2:8][C@H:9]2[CH2:13][CH2:12][CH2:11][N:10]2C(OC(C)(C)C)=O)=[C:5]([O:28][CH3:29])[CH:4]=1)#[N:2].ClCCl.FC(F)(F)C(O)=O, predict the reaction product. The product is: [NH3:2].[C:1]([C:3]1[CH:4]=[C:5]([O:28][CH3:29])[C:6]([O:7][CH2:8][C@H:9]2[CH2:13][CH2:12][CH2:11][NH:10]2)=[CH:21][C:22]=1[N:23]=[CH:24][N:25]([CH3:26])[CH3:27])#[N:2]. (7) Given the reactants [OH:1][C:2]1[CH:3]=[C:4]([CH:7]=[CH:8][C:9]=1[O:10][CH3:11])[CH:5]=[O:6].C(=O)([O-])[O-].[K+].[K+].I[CH:19]([CH3:21])[CH3:20].O, predict the reaction product. The product is: [CH:19]([O:1][C:2]1[CH:3]=[C:4]([CH:7]=[CH:8][C:9]=1[O:10][CH3:11])[CH:5]=[O:6])([CH3:21])[CH3:20].